From a dataset of Reaction yield outcomes from USPTO patents with 853,638 reactions. Predict the reaction yield, written as a fraction of the theoretical maximum amount of product (1.0 means a 100% yield; for example, 0.34 means a 34% yield). The reactants are C([O:8][C:9]1[CH:14]=[C:13]([CH2:15][CH2:16][OH:17])[CH:12]=[CH:11][C:10]=1[C:18]1[N:22]([C:23]2[CH:24]=[C:25]3[C:29](=[CH:30][CH:31]=2)[N:28]([CH3:32])[CH:27]=[CH:26]3)[C:21](=[O:33])[NH:20][N:19]=1)C1C=CC=CC=1. The catalyst is CCOC(C)=O.[Pd]. The product is [OH:8][C:9]1[CH:14]=[C:13]([CH2:15][CH2:16][OH:17])[CH:12]=[CH:11][C:10]=1[C:18]1[N:22]([C:23]2[CH:24]=[C:25]3[C:29](=[CH:30][CH:31]=2)[N:28]([CH3:32])[CH:27]=[CH:26]3)[C:21](=[O:33])[NH:20][N:19]=1. The yield is 0.830.